Dataset: Full USPTO retrosynthesis dataset with 1.9M reactions from patents (1976-2016). Task: Predict the reactants needed to synthesize the given product. (1) Given the product [NH2:1][C:2]1[CH:7]=[CH:6][C:5]([C:8]2[CH:16]=[CH:15][C:11]([C:12]([O:14][CH3:22])=[O:13])=[CH:10][CH:9]=2)=[CH:4][N:3]=1, predict the reactants needed to synthesize it. The reactants are: [NH2:1][C:2]1[CH:7]=[CH:6][C:5]([C:8]2[CH:16]=[CH:15][C:11]([C:12]([OH:14])=[O:13])=[CH:10][CH:9]=2)=[CH:4][N:3]=1.S(=O)(=O)(O)O.[C:22](=O)(O)[O-].[Na+].O. (2) Given the product [NH2:1][C:2]1[C:3]([C:18]([NH:21][CH2:22][C:23]([OH:28])([CH3:29])[C:24]([F:27])([F:26])[F:25])=[O:19])=[N:4][C:5]([C:12]2[CH:13]=[N:14][N:15]([CH3:17])[CH:16]=2)=[C:6]([C:8]([F:10])([F:11])[F:9])[CH:7]=1, predict the reactants needed to synthesize it. The reactants are: [NH2:1][C:2]1[C:3]([C:18](O)=[O:19])=[N:4][C:5]([C:12]2[CH:13]=[N:14][N:15]([CH3:17])[CH:16]=2)=[C:6]([C:8]([F:11])([F:10])[F:9])[CH:7]=1.[NH2:21][CH2:22][C:23]([CH3:29])([OH:28])[C:24]([F:27])([F:26])[F:25]. (3) Given the product [NH:8]1[C:9]2[C:5](=[CH:4][CH:3]=[C:2]([S:44][C:41]3[CH:42]=[CH:43][C:38]([C:37]([OH:45])=[O:36])=[CH:39][CH:40]=3)[CH:10]=2)[CH:6]=[CH:7]1, predict the reactants needed to synthesize it. The reactants are: Br[C:2]1[CH:10]=[C:9]2[C:5]([CH:6]=[CH:7][NH:8]2)=[CH:4][CH:3]=1.[I-].[Na+].CNCCNC.CC1C=CC2C=CC3C=CC(C)=NC=3C=2N=1.C[O:36][C:37](=[O:45])[C:38]1[CH:43]=[CH:42][C:41]([SH:44])=[CH:40][CH:39]=1.CC(C)([O-])C.[Na+].